From a dataset of Full USPTO retrosynthesis dataset with 1.9M reactions from patents (1976-2016). Predict the reactants needed to synthesize the given product. (1) Given the product [CH2:10]([O:9][C:7](=[O:8])[NH:1][CH2:2][CH2:3][C:4](=[O:5])[N:19]([CH3:20])[CH3:18])[C:11]1[CH:16]=[CH:15][CH:14]=[CH:13][CH:12]=1, predict the reactants needed to synthesize it. The reactants are: [NH:1]([C:7]([O:9][CH2:10][C:11]1[CH:16]=[CH:15][CH:14]=[CH:13][CH:12]=1)=[O:8])[CH2:2][CH2:3][C:4](O)=[O:5].C[CH2:18][N:19]=[C:20]=NCCCN(C)C.Cl.OC1C2N=NNC=2C=CC=1.C(N(CC)CC)C.CNC. (2) Given the product [Cl:21][C:22]1[CH:27]=[CH:26][C:25]([OH:31])=[C:24]([C:2]2[CH:7]=[CH:6][N:5]=[C:4]([N:8]3[CH2:13][CH2:12][N:11]([C:14]([O:16][C:17]([CH3:20])([CH3:19])[CH3:18])=[O:15])[CH2:10][CH2:9]3)[CH:3]=2)[CH:23]=1, predict the reactants needed to synthesize it. The reactants are: Br[C:2]1[CH:7]=[CH:6][N:5]=[C:4]([N:8]2[CH2:13][CH2:12][N:11]([C:14]([O:16][C:17]([CH3:20])([CH3:19])[CH3:18])=[O:15])[CH2:10][CH2:9]2)[CH:3]=1.[Cl:21][C:22]1[CH:23]=[CH:24][C:25]([OH:31])=[C:26](B(O)O)[CH:27]=1.C(=O)([O-])[O-].[Na+].[Na+]. (3) Given the product [CH2:1]([O:3][C:4](=[O:29])[CH2:5][C:6]1[CH:11]=[CH:10][C:9]([NH:12][C:13]([NH:15][C:16]2[S:17][C:18]([S:30][C:31]3[CH:36]=[CH:35][CH:34]=[CH:33][N:32]=3)=[CH:19][N:20]=2)=[O:14])=[C:8]([C:22]([CH:24]2[CH2:28][CH2:27][CH2:26][CH2:25]2)=[O:23])[CH:7]=1)[CH3:2], predict the reactants needed to synthesize it. The reactants are: [CH2:1]([O:3][C:4](=[O:29])[CH2:5][C:6]1[CH:11]=[CH:10][C:9]([NH:12][C:13]([NH:15][C:16]2[S:17][C:18](Br)=[CH:19][N:20]=2)=[O:14])=[C:8]([C:22]([CH:24]2[CH2:28][CH2:27][CH2:26][CH2:25]2)=[O:23])[CH:7]=1)[CH3:2].[SH:30][C:31]1[CH:36]=[CH:35][CH:34]=[CH:33][N:32]=1. (4) Given the product [CH3:15][O:17][C:8](=[O:13])[C:7]1[CH:10]=[CH:11][CH:12]=[C:5]([C:1](=[O:4])[CH2:2][CH3:3])[CH:6]=1, predict the reactants needed to synthesize it. The reactants are: [C:1]([C:5]1[CH:6]=[C:7]([CH:10]=[CH:11][CH:12]=1)[C:8]#N)(=[O:4])[CH2:2][CH3:3].[OH-:13].[K+].[CH2:15]([OH:17])C. (5) Given the product [Cl:19][C:14]1[CH:15]=[CH:16][CH:17]=[CH:18][C:13]=1[N:12]1[CH:8]([C:4]2[CH:3]=[C:2]([C:33]3[CH:32]=[CH:31][CH:30]=[C:29]([C:28]([F:39])([F:38])[F:27])[CH:34]=3)[CH:7]=[CH:6][CH:5]=2)[CH2:9][C:10]([C:20]([F:26])([F:25])[C:21]([F:24])([F:22])[F:23])=[N:11]1, predict the reactants needed to synthesize it. The reactants are: Br[C:2]1[CH:3]=[C:4]([CH:8]2[N:12]([C:13]3[CH:18]=[CH:17][CH:16]=[CH:15][C:14]=3[Cl:19])[N:11]=[C:10]([C:20]([F:26])([F:25])[C:21]([F:24])([F:23])[F:22])[CH2:9]2)[CH:5]=[CH:6][CH:7]=1.[F:27][C:28]([F:39])([F:38])[C:29]1[CH:30]=[C:31](B(O)O)[CH:32]=[CH:33][CH:34]=1.C(=O)([O-])[O-].[Na+].[Na+].